This data is from Forward reaction prediction with 1.9M reactions from USPTO patents (1976-2016). The task is: Predict the product of the given reaction. (1) Given the reactants [C:1]([Si:5]([CH3:24])([CH3:23])[O:6][C@H:7]([C:17]1[CH:22]=[CH:21][CH:20]=[CH:19][CH:18]=1)[CH2:8][O:9][Si](C(C)(C)C)(C)C)([CH3:4])([CH3:3])[CH3:2].C(=O)(O)[O-].[Na+], predict the reaction product. The product is: [C:1]([Si:5]([CH3:24])([CH3:23])[O:6][CH:7]([C:17]1[CH:18]=[CH:19][CH:20]=[CH:21][CH:22]=1)[CH2:8][OH:9])([CH3:4])([CH3:3])[CH3:2]. (2) Given the reactants [CH3:1][C:2]1[CH:3]=[C:4]([C@@H:19]([NH:21][C:22]2[CH:31]=[CH:30][CH:29]=[CH:28][C:23]=2[C:24]([O:26]C)=[O:25])[CH3:20])[C:5]2[N:6]([CH:18]=1)[C:7](=[O:17])[CH:8]=[C:9]([N:11]1[CH2:16][CH2:15][O:14][CH2:13][CH2:12]1)[N:10]=2.CC1C=C([C@H](NC2C=CC=CC=2C(O)=O)C)C2N(C=1)C(=O)C=C(N1CCOCC1)N=2, predict the reaction product. The product is: [CH3:1][C:2]1[CH:3]=[C:4]([C@@H:19]([NH:21][C:22]2[CH:31]=[CH:30][CH:29]=[CH:28][C:23]=2[C:24]([OH:26])=[O:25])[CH3:20])[C:5]2[N:6]([CH:18]=1)[C:7](=[O:17])[CH:8]=[C:9]([N:11]1[CH2:16][CH2:15][O:14][CH2:13][CH2:12]1)[N:10]=2. (3) Given the reactants [C:1]([O:25][CH:26]1[CH2:31][C:30]([CH3:33])([CH3:32])[N:29]([OH:34])[C:28]([CH3:36])([CH3:35])[CH2:27]1)(=[O:24])[CH2:2][CH2:3][CH2:4][CH2:5][CH2:6][CH2:7][CH2:8][CH2:9][C:10]([O:12][CH:13]1[CH2:18][C:17]([CH3:20])([CH3:19])[N:16]([OH:21])[C:15]([CH3:23])([CH3:22])[CH2:14]1)=[O:11].N(O[C:40]([CH3:43])([CH3:42])C)=O.N[C:45]1[CH:50]=[CH:49][CH:48]=[CH:47][CH:46]=1.N1C=C[CH:54]=[CH:53][CH:52]=1, predict the reaction product. The product is: [C:1]([O:25][CH:26]1[CH2:27][C:28]([CH3:36])([CH3:35])[N:29]([O:34][C:42]2[CH:40]=[CH:43][CH:54]=[CH:53][CH:52]=2)[C:30]([CH3:33])([CH3:32])[CH2:31]1)(=[O:24])[CH2:2][CH2:3][CH2:4][CH2:5][CH2:6][CH2:7][CH2:8][CH2:9][C:10]([O:12][CH:13]1[CH2:14][C:15]([CH3:22])([CH3:23])[N:16]([O:21][C:45]2[CH:50]=[CH:49][CH:48]=[CH:47][CH:46]=2)[C:17]([CH3:19])([CH3:20])[CH2:18]1)=[O:11]. (4) Given the reactants [CH3:1][O:2][CH2:3][CH2:4][O:5][C:6]1[CH:7]=[C:8]2[C:12](=[C:13]([N:15]([CH3:25])[S:16]([C:19]3[CH:24]=[CH:23][CH:22]=[CH:21][N:20]=3)(=[O:18])=[O:17])[CH:14]=1)[NH:11][C:10]([C:26]1[S:27][CH:28]([CH2:31][C:32](O)=[O:33])[CH2:29][N:30]=1)=[CH:9]2.N1(O)C2C=CC=CC=2N=N1.Cl.CN(C)CCCN=C=NCC.[CH3:57][NH:58][CH2:59][CH2:60][OH:61], predict the reaction product. The product is: [OH:61][CH2:60][CH2:59][N:58]([CH3:57])[C:32](=[O:33])[CH2:31][CH:28]1[S:27][C:26]([C:10]2[NH:11][C:12]3[C:8]([CH:9]=2)=[CH:7][C:6]([O:5][CH2:4][CH2:3][O:2][CH3:1])=[CH:14][C:13]=3[N:15]([CH3:25])[S:16]([C:19]2[CH:24]=[CH:23][CH:22]=[CH:21][N:20]=2)(=[O:17])=[O:18])=[N:30][CH2:29]1.